This data is from NCI-60 drug combinations with 297,098 pairs across 59 cell lines. The task is: Regression. Given two drug SMILES strings and cell line genomic features, predict the synergy score measuring deviation from expected non-interaction effect. (1) Drug 1: COC1=NC(=NC2=C1N=CN2C3C(C(C(O3)CO)O)O)N. Drug 2: CCC1(CC2CC(C3=C(CCN(C2)C1)C4=CC=CC=C4N3)(C5=C(C=C6C(=C5)C78CCN9C7C(C=CC9)(C(C(C8N6C)(C(=O)OC)O)OC(=O)C)CC)OC)C(=O)OC)O.OS(=O)(=O)O. Cell line: SNB-19. Synergy scores: CSS=23.3, Synergy_ZIP=-7.47, Synergy_Bliss=-0.858, Synergy_Loewe=1.04, Synergy_HSA=-0.128. (2) Drug 1: C1CN(P(=O)(OC1)NCCCl)CCCl. Drug 2: C(CN)CNCCSP(=O)(O)O. Cell line: HL-60(TB). Synergy scores: CSS=-4.87, Synergy_ZIP=4.61, Synergy_Bliss=3.81, Synergy_Loewe=-3.26, Synergy_HSA=-6.23. (3) Drug 1: C(CN)CNCCSP(=O)(O)O. Drug 2: CC1C(C(CC(O1)OC2CC(CC3=C2C(=C4C(=C3O)C(=O)C5=C(C4=O)C(=CC=C5)OC)O)(C(=O)CO)O)N)O.Cl. Cell line: HCT116. Synergy scores: CSS=36.4, Synergy_ZIP=3.27, Synergy_Bliss=1.01, Synergy_Loewe=-29.2, Synergy_HSA=2.39. (4) Drug 1: CC12CCC(CC1=CCC3C2CCC4(C3CC=C4C5=CN=CC=C5)C)O. Drug 2: CC1=C(C=C(C=C1)NC2=NC=CC(=N2)N(C)C3=CC4=NN(C(=C4C=C3)C)C)S(=O)(=O)N.Cl. Cell line: CCRF-CEM. Synergy scores: CSS=16.8, Synergy_ZIP=-2.81, Synergy_Bliss=7.93, Synergy_Loewe=6.37, Synergy_HSA=7.50. (5) Drug 1: C1CCN(CC1)CCOC2=CC=C(C=C2)C(=O)C3=C(SC4=C3C=CC(=C4)O)C5=CC=C(C=C5)O. Drug 2: C1CN(CCN1C(=O)CCBr)C(=O)CCBr. Cell line: HS 578T. Synergy scores: CSS=-5.18, Synergy_ZIP=0.129, Synergy_Bliss=-3.87, Synergy_Loewe=-13.7, Synergy_HSA=-11.7. (6) Drug 1: CC1OCC2C(O1)C(C(C(O2)OC3C4COC(=O)C4C(C5=CC6=C(C=C35)OCO6)C7=CC(=C(C(=C7)OC)O)OC)O)O. Drug 2: CS(=O)(=O)CCNCC1=CC=C(O1)C2=CC3=C(C=C2)N=CN=C3NC4=CC(=C(C=C4)OCC5=CC(=CC=C5)F)Cl. Cell line: OVCAR3. Synergy scores: CSS=21.4, Synergy_ZIP=-6.77, Synergy_Bliss=-4.48, Synergy_Loewe=1.65, Synergy_HSA=2.39. (7) Drug 1: CC(C)(C#N)C1=CC(=CC(=C1)CN2C=NC=N2)C(C)(C)C#N. Drug 2: CC1C(C(CC(O1)OC2CC(CC3=C2C(=C4C(=C3O)C(=O)C5=CC=CC=C5C4=O)O)(C(=O)C)O)N)O. Cell line: HT29. Synergy scores: CSS=36.0, Synergy_ZIP=5.04, Synergy_Bliss=5.51, Synergy_Loewe=-1.93, Synergy_HSA=4.37. (8) Drug 1: CC(C)(C#N)C1=CC(=CC(=C1)CN2C=NC=N2)C(C)(C)C#N. Drug 2: CC1C(C(CC(O1)OC2CC(CC3=C2C(=C4C(=C3O)C(=O)C5=C(C4=O)C(=CC=C5)OC)O)(C(=O)CO)O)N)O.Cl. Cell line: NCI-H460. Synergy scores: CSS=48.8, Synergy_ZIP=3.87, Synergy_Bliss=2.29, Synergy_Loewe=-2.23, Synergy_HSA=2.42. (9) Drug 1: C1CN1P(=S)(N2CC2)N3CC3. Drug 2: C1CC(=O)NC(=O)C1N2C(=O)C3=CC=CC=C3C2=O. Cell line: SK-MEL-5. Synergy scores: CSS=10.9, Synergy_ZIP=-1.45, Synergy_Bliss=2.89, Synergy_Loewe=-0.793, Synergy_HSA=-0.815. (10) Drug 1: C1=NC2=C(N1)C(=S)N=C(N2)N. Drug 2: CCN(CC)CCNC(=O)C1=C(NC(=C1C)C=C2C3=C(C=CC(=C3)F)NC2=O)C. Cell line: MOLT-4. Synergy scores: CSS=33.5, Synergy_ZIP=-7.88, Synergy_Bliss=-12.4, Synergy_Loewe=-18.9, Synergy_HSA=-11.0.